Dataset: Experimentally validated miRNA-target interactions with 360,000+ pairs, plus equal number of negative samples. Task: Binary Classification. Given a miRNA mature sequence and a target amino acid sequence, predict their likelihood of interaction. The miRNA is hsa-miR-574-5p with sequence UGAGUGUGUGUGUGUGAGUGUGU. The protein sequence of the target gene is MISVKRNTWRALSLVIGDCRKKGNFEYCQDRTEKHSTMPDSPVDVKTQSRLTPPTMPPPPTTQGAPRTSSFTPTTLTNGTSHSPTALNGAPSPPNGFSNGPSSSSSSSLANQQLPPACGARQLSKLKRFLTTLQQFGNDISPEIGERVRTLVLGLVNSTLTIEEFHSKLQEATNFPLRPFVIPFLKANLPLLQRELLHCARLAKQNPAQYLAQHEQLLLDASTTSPVDSSELLLDVNENGKRRTPDRTKENGFDREPLHSEHPSKRPCTISPGQRYSPNNGLSYQPNGLPHPTPPPPQHY.... Result: 1 (interaction).